Dataset: Full USPTO retrosynthesis dataset with 1.9M reactions from patents (1976-2016). Task: Predict the reactants needed to synthesize the given product. (1) Given the product [ClH:41].[ClH:41].[CH3:1][NH:2][CH2:10][C:11]1[CH:15]=[C:14]([C:16]2[CH:17]=[CH:18][C:19]([S:22]([CH3:25])(=[O:23])=[O:24])=[CH:20][CH:21]=2)[N:13]([S:26]([C:29]2[CH:30]=[N:31][CH:32]=[CH:33][CH:34]=2)(=[O:27])=[O:28])[CH:12]=1, predict the reactants needed to synthesize it. The reactants are: [CH3:1][N:2]([CH2:10][C:11]1[CH:15]=[C:14]([C:16]2[CH:21]=[CH:20][C:19]([S:22]([CH3:25])(=[O:24])=[O:23])=[CH:18][CH:17]=2)[N:13]([S:26]([C:29]2[CH:30]=[N:31][CH:32]=[CH:33][CH:34]=2)(=[O:28])=[O:27])[CH:12]=1)C(=O)OC(C)(C)C.C(OCC)(=O)C.[ClH:41]. (2) Given the product [Cl:1][C:2]1[CH:3]=[C:4]([CH:29]=[CH:30][C:31]=1[O:32][CH3:33])[CH2:5][NH:6][C:7]1[C:16]2[C:11](=[CH:12][CH:13]=[C:14]([C:17]#[N:18])[CH:15]=2)[C:10]([N:19]2[CH2:28][CH2:27][C:22]3([CH2:25][C:24](=[O:26])[CH2:23]3)[CH2:21][CH2:20]2)=[N:9][N:8]=1, predict the reactants needed to synthesize it. The reactants are: [Cl:1][C:2]1[CH:3]=[C:4]([CH:29]=[CH:30][C:31]=1[O:32][CH3:33])[CH2:5][NH:6][C:7]1[C:16]2[C:11](=[CH:12][CH:13]=[C:14]([C:17]#[N:18])[CH:15]=2)[C:10]([N:19]2[CH2:28][CH2:27][C:22]3([CH2:25][CH:24]([OH:26])[CH2:23]3)[CH2:21][CH2:20]2)=[N:9][N:8]=1.C(OCC)(=O)C.C(=O)(O)[O-].[Na+].S([O-])([O-])(=O)=S.[Na+].[Na+]. (3) Given the product [CH3:16][C:5]1[C:6]2[S:10][CH:9]=[N:8][C:7]=2[CH:11]=[CH:12][C:4]=1[N+:1]([O-:3])=[O:2], predict the reactants needed to synthesize it. The reactants are: [N+:1]([C:4]1[CH:12]=[CH:11][C:7]2[N:8]=[CH:9][S:10][C:6]=2[CH:5]=1)([O-:3])=[O:2].C[Mg+].[Br-].[CH:16](Cl)(Cl)Cl. (4) Given the product [C:1]1([C:25]2[CH:26]=[CH:27][CH:28]=[CH:29][CH:30]=2)[CH:6]=[CH:5][CH:4]=[C:3]([NH:7][C@@H:8]([CH2:12][C:13]2[CH:18]=[CH:17][C:16]([O:21][CH3:22])=[CH:15][CH:14]=2)[C:9]([OH:11])=[O:10])[CH:2]=1, predict the reactants needed to synthesize it. The reactants are: [C:1]1([C:25]2[CH:30]=[CH:29][CH:28]=[CH:27][CH:26]=2)[CH:6]=[CH:5][CH:4]=[C:3]([NH:7][C@@H:8]([CH2:12][C:13]2[CH:18]=[C:17](OC)[C:16]([O:21][CH3:22])=[C:15](OC)[CH:14]=2)[C:9]([OH:11])=[O:10])[CH:2]=1.COC1C=CC(C[C@@H](C(O)=O)N)=CC=1. (5) The reactants are: [CH2:1]([N:8]1[CH2:13][CH2:12][NH:11][CH2:10][CH2:9]1)[C:2]1[CH:7]=[CH:6][CH:5]=[CH:4][CH:3]=1.CC(C)([O-])C.[Na+].Cl[C:21]1[N:26]=[CH:25][C:24]([C:27]23[CH2:33][N:30]([CH2:31][CH2:32]2)[CH2:29][CH2:28]3)=[CH:23][CH:22]=1.C1(P(C2CCCCC2)C2C=CC=CC=2C2C=CC=CC=2N(C)C)CCCCC1.C(=O)([O-])[O-].[Na+].[Na+]. Given the product [CH2:1]([N:8]1[CH2:13][CH2:12][N:11]([C:21]2[N:26]=[CH:25][C:24]([C:27]34[CH2:33][N:30]([CH2:29][CH2:28]3)[CH2:31][CH2:32]4)=[CH:23][CH:22]=2)[CH2:10][CH2:9]1)[C:2]1[CH:3]=[CH:4][CH:5]=[CH:6][CH:7]=1, predict the reactants needed to synthesize it. (6) The reactants are: [CH3:1][C:2]1[CH:3]=[C:4]([CH:16]=[CH:17][CH:18]=1)[NH:5][C:6]1[C:15]2[C:10](=[CH:11][CH:12]=[CH:13][CH:14]=2)[CH:9]=[N:8][N:7]=1.[O:19]1[CH2:24][O:23][CH2:22][O:21][CH2:20]1.FC(F)(F)C(O)=O.C(OO)(C)(C)C. Given the product [CH3:1][C:2]1[CH:3]=[C:4]([CH:16]=[CH:17][CH:18]=1)[NH:5][C:6]1[C:15]2[C:10](=[CH:11][CH:12]=[CH:13][CH:14]=2)[C:9]([CH:20]2[O:21][CH2:22][O:23][CH2:24][O:19]2)=[N:8][N:7]=1, predict the reactants needed to synthesize it. (7) Given the product [ClH:87].[NH2:23][C@@H:19]1[CH2:20][CH2:21][CH2:22][N:17]([C:3]2[C:2]([S:76][CH:74]([CH3:75])[CH3:73])=[CH:7][N:6]=[C:5]3[NH:8][CH:9]=[C:10]([NH:11][C:12]([CH:14]4[CH2:16][CH2:15]4)=[O:13])[C:4]=23)[CH2:18]1, predict the reactants needed to synthesize it. The reactants are: Br[C:2]1[C:3]([N:17]2[CH2:22][CH2:21][CH2:20][C@@H:19]([NH:23]C(=O)OC(C)(C)C)[CH2:18]2)=[C:4]2[C:10]([NH:11][C:12]([CH:14]3[CH2:16][CH2:15]3)=[O:13])=[CH:9][NH:8][C:5]2=[N:6][CH:7]=1.CC1(C)C2C=CC=C(P(C3C=CC=CC=3)C3C=CC=CC=3)C=2OC2C1=CC=CC=2P(C1C=CC=CC=1)C1C=CC=CC=1.[CH3:73][CH:74]([SH:76])[CH3:75].C(N(C(C)C)C(C)C)C.C(Cl)[Cl:87].